From a dataset of Reaction yield outcomes from USPTO patents with 853,638 reactions. Predict the reaction yield, written as a fraction of the theoretical maximum amount of product (1.0 means a 100% yield; for example, 0.34 means a 34% yield). (1) The reactants are [CH2:1]([O:3][C:4]1[CH:11]=[C:10](F)[C:7]([C:8]#[N:9])=[C:6]([F:13])[CH:5]=1)[CH3:2].[NH3:14]. The catalyst is C(O)C. The product is [NH2:14][C:10]1[CH:11]=[C:4]([O:3][CH2:1][CH3:2])[CH:5]=[C:6]([F:13])[C:7]=1[C:8]#[N:9]. The yield is 0.770. (2) The reactants are [CH2:1]([O:8][C:9]1[C:14]([N+:15]([O-:17])=[O:16])=[C:13](Cl)[CH:12]=[CH:11][N:10]=1)[C:2]1[CH:7]=[CH:6][CH:5]=[CH:4][CH:3]=1.[Cl:19][C:20]1[CH:25]=[C:24]([Cl:26])[CH:23]=[CH:22][C:21]=1B(O)O. No catalyst specified. The product is [CH2:1]([O:8][C:9]1[C:14]([N+:15]([O-:17])=[O:16])=[C:13]([C:23]2[CH:22]=[CH:21][C:20]([Cl:19])=[CH:25][C:24]=2[Cl:26])[CH:12]=[CH:11][N:10]=1)[C:2]1[CH:7]=[CH:6][CH:5]=[CH:4][CH:3]=1. The yield is 0.510. (3) The reactants are [Br:1][C:2]1[N:7]=[C:6]([C:8](O)=[O:9])[C:5]([O:11][CH2:12][C:13]2[CH:18]=[CH:17][CH:16]=[CH:15][CH:14]=2)=[C:4]([O:19][CH3:20])[CH:3]=1.C(Cl)(=O)C([Cl:24])=O. The catalyst is C1C=CC=CC=1.CN(C=O)C. The product is [Br:1][C:2]1[N:7]=[C:6]([C:8]([Cl:24])=[O:9])[C:5]([O:11][CH2:12][C:13]2[CH:18]=[CH:17][CH:16]=[CH:15][CH:14]=2)=[C:4]([O:19][CH3:20])[CH:3]=1. The yield is 1.00. (4) The reactants are Br[CH:2](Br)[C:3]1[N:4]([C:28]2[CH:33]=[CH:32][C:31]([O:34][CH3:35])=[CH:30][CH:29]=2)[C:5](=[O:27])[C:6]([CH2:12][C:13]2[CH:18]=[CH:17][C:16]([C:19]3[C:20]([C:25]#[N:26])=[CH:21][CH:22]=[CH:23][CH:24]=3)=[CH:15][CH:14]=2)=[C:7]([CH2:9][CH2:10][CH3:11])[N:8]=1.[F-:37].C([N+](CCCC)(CCCC)CCCC)CCC. The catalyst is O1CCCC1. The product is [F:37][CH2:2][C:3]1[N:4]([C:28]2[CH:33]=[CH:32][C:31]([O:34][CH3:35])=[CH:30][CH:29]=2)[C:5](=[O:27])[C:6]([CH2:12][C:13]2[CH:18]=[CH:17][C:16]([C:19]3[C:20]([C:25]#[N:26])=[CH:21][CH:22]=[CH:23][CH:24]=3)=[CH:15][CH:14]=2)=[C:7]([CH2:9][CH2:10][CH3:11])[N:8]=1. The yield is 0.270. (5) The reactants are [Cl:1][C:2]1[CH:7]=[CH:6][C:5]([C:8]2[C:12]([CH2:13][O:14][C:15]3[CH:23]=[CH:22][C:18]([C:19]([OH:21])=O)=[CH:17][N:16]=3)=[CH:11][O:10][N:9]=2)=[CH:4][CH:3]=1.[NH2:24][CH2:25][CH:26]([OH:28])[CH3:27]. No catalyst specified. The product is [Cl:1][C:2]1[CH:3]=[CH:4][C:5]([C:8]2[C:12]([CH2:13][O:14][C:15]3[CH:23]=[CH:22][C:18]([C:19]([NH:24][CH2:25][CH:26]([OH:28])[CH3:27])=[O:21])=[CH:17][N:16]=3)=[CH:11][O:10][N:9]=2)=[CH:6][CH:7]=1. The yield is 0.430. (6) The reactants are N1C=CN=C1.[Si:6](Cl)([C:9]([CH3:12])([CH3:11])[CH3:10])([CH3:8])[CH3:7].[CH2:14]([O:21][C:22]([N:24]1[CH2:29][CH2:28][CH2:27][CH:26]([CH2:30][OH:31])[CH2:25]1)=[O:23])[C:15]1[CH:20]=[CH:19][CH:18]=[CH:17][CH:16]=1.O. The catalyst is CN(C)C=O. The product is [CH2:14]([O:21][C:22]([N:24]1[CH2:29][CH2:28][CH2:27][CH:26]([CH2:30][O:31][Si:6]([C:9]([CH3:12])([CH3:11])[CH3:10])([CH3:8])[CH3:7])[CH2:25]1)=[O:23])[C:15]1[CH:20]=[CH:19][CH:18]=[CH:17][CH:16]=1. The yield is 0.990.